The task is: Predict the reactants needed to synthesize the given product.. This data is from Full USPTO retrosynthesis dataset with 1.9M reactions from patents (1976-2016). (1) Given the product [Cl:1][C:2]1[CH:3]=[C:4]([N:11]2[CH2:16][CH2:15][N:14]([CH3:17])[CH2:13][CH2:12]2)[CH:5]=[CH:6][C:7]=1[NH2:8], predict the reactants needed to synthesize it. The reactants are: [Cl:1][C:2]1[CH:3]=[C:4]([N:11]2[CH2:16][CH2:15][N:14]([CH3:17])[CH2:13][CH2:12]2)[CH:5]=[CH:6][C:7]=1[N+:8]([O-])=O.C(O)(=O)C. (2) Given the product [F:1][C:2]1[CH:7]=[CH:6][C:5]([C:8]2[N:9]=[C:10]3[N:14]([CH:15]=2)[C:13]([CH3:16])=[C:12]([C:17]([NH2:33])=[O:19])[S:11]3)=[CH:4][CH:3]=1, predict the reactants needed to synthesize it. The reactants are: [F:1][C:2]1[CH:7]=[CH:6][C:5]([C:8]2[N:9]=[C:10]3[N:14]([CH:15]=2)[C:13]([CH3:16])=[C:12]([C:17]([OH:19])=O)[S:11]3)=[CH:4][CH:3]=1.[Cl-].[NH4+].[B-](F)(F)(F)F.CCOC(C(C#N)=[N:33]OC(N(C)C)=[N+](C)C)=O.C(N(CC)CC)C. (3) Given the product [CH3:5][O:4][N:3]([CH3:2])[C:24]([C:10]1[CH:9]=[N:8][N:7]([CH3:6])[C:11]=1[CH2:12][O:13][C:14]1[CH:19]=[CH:18][C:17]([C:20]([F:22])([F:23])[F:21])=[CH:16][CH:15]=1)=[O:25], predict the reactants needed to synthesize it. The reactants are: Cl.[CH3:2][NH:3][O:4][CH3:5].[CH3:6][N:7]1[C:11]([CH2:12][O:13][C:14]2[CH:19]=[CH:18][C:17]([C:20]([F:23])([F:22])[F:21])=[CH:16][CH:15]=2)=[C:10]([C:24](OCC)=[O:25])[CH:9]=[N:8]1.C([Mg]Cl)(C)C.[Cl-].[NH4+]. (4) Given the product [CH3:1][N:2]1[CH2:27][CH2:26][C:5]2[N:6]([CH2:14][C:15]([C:18]3[CH:23]=[CH:22][C:21]([OH:24])=[N:20][CH:19]=3)([OH:17])[CH3:16])[C:7]3[CH:8]=[CH:9][C:10]([CH3:13])=[CH:11][C:12]=3[C:4]=2[CH2:3]1, predict the reactants needed to synthesize it. The reactants are: [CH3:1][N:2]1[CH2:27][CH2:26][C:5]2[N:6]([CH2:14][C:15]([C:18]3[CH:19]=[N:20][C:21]([O:24]C)=[CH:22][CH:23]=3)([OH:17])[CH3:16])[C:7]3[CH:8]=[CH:9][C:10]([CH3:13])=[CH:11][C:12]=3[C:4]=2[CH2:3]1.